Task: Predict which catalyst facilitates the given reaction.. Dataset: Catalyst prediction with 721,799 reactions and 888 catalyst types from USPTO Reactant: [C:1]([O:5][C:6](=[O:28])[NH:7][C@@H:8]1[CH2:12][CH2:11][N:10]([C:13](=[O:26])[CH2:14][NH:15]C(OCC2C=CC=CC=2)=O)[C@H:9]1[CH3:27])([CH3:4])([CH3:3])[CH3:2].[H][H]. Product: [NH2:15][CH2:14][C:13]([N:10]1[CH2:11][CH2:12][C@@H:8]([NH:7][C:6](=[O:28])[O:5][C:1]([CH3:3])([CH3:2])[CH3:4])[C@@H:9]1[CH3:27])=[O:26]. The catalyst class is: 29.